Dataset: NCI-60 drug combinations with 297,098 pairs across 59 cell lines. Task: Regression. Given two drug SMILES strings and cell line genomic features, predict the synergy score measuring deviation from expected non-interaction effect. (1) Drug 1: C1CCC(CC1)NC(=O)N(CCCl)N=O. Drug 2: CN1C(=O)N2C=NC(=C2N=N1)C(=O)N. Cell line: HT29. Synergy scores: CSS=8.57, Synergy_ZIP=3.80, Synergy_Bliss=8.43, Synergy_Loewe=-5.69, Synergy_HSA=4.23. (2) Drug 1: CC12CCC(CC1=CCC3C2CCC4(C3CC=C4C5=CN=CC=C5)C)O. Drug 2: CNC(=O)C1=CC=CC=C1SC2=CC3=C(C=C2)C(=NN3)C=CC4=CC=CC=N4. Cell line: HOP-62. Synergy scores: CSS=5.17, Synergy_ZIP=0.373, Synergy_Bliss=6.04, Synergy_Loewe=2.76, Synergy_HSA=2.65. (3) Drug 1: CC1=C(C=C(C=C1)C(=O)NC2=CC(=CC(=C2)C(F)(F)F)N3C=C(N=C3)C)NC4=NC=CC(=N4)C5=CN=CC=C5. Drug 2: CC1CCC2CC(C(=CC=CC=CC(CC(C(=O)C(C(C(=CC(C(=O)CC(OC(=O)C3CCCCN3C(=O)C(=O)C1(O2)O)C(C)CC4CCC(C(C4)OC)OCCO)C)C)O)OC)C)C)C)OC. Cell line: DU-145. Synergy scores: CSS=13.3, Synergy_ZIP=-3.87, Synergy_Bliss=-5.24, Synergy_Loewe=-7.13, Synergy_HSA=-5.11.